From a dataset of NCI-60 drug combinations with 297,098 pairs across 59 cell lines. Regression. Given two drug SMILES strings and cell line genomic features, predict the synergy score measuring deviation from expected non-interaction effect. (1) Cell line: SR. Drug 2: C(=O)(N)NO. Drug 1: CC1C(C(CC(O1)OC2CC(OC(C2O)C)OC3=CC4=CC5=C(C(=O)C(C(C5)C(C(=O)C(C(C)O)O)OC)OC6CC(C(C(O6)C)O)OC7CC(C(C(O7)C)O)OC8CC(C(C(O8)C)O)(C)O)C(=C4C(=C3C)O)O)O)O. Synergy scores: CSS=14.0, Synergy_ZIP=-11.2, Synergy_Bliss=-24.1, Synergy_Loewe=-44.2, Synergy_HSA=-22.7. (2) Drug 1: C1CCC(CC1)NC(=O)N(CCCl)N=O. Drug 2: C(CN)CNCCSP(=O)(O)O. Cell line: IGROV1. Synergy scores: CSS=1.03, Synergy_ZIP=-4.19, Synergy_Bliss=-7.57, Synergy_Loewe=-26.3, Synergy_HSA=-10.8. (3) Drug 1: CCCCC(=O)OCC(=O)C1(CC(C2=C(C1)C(=C3C(=C2O)C(=O)C4=C(C3=O)C=CC=C4OC)O)OC5CC(C(C(O5)C)O)NC(=O)C(F)(F)F)O. Drug 2: COC1=C2C(=CC3=C1OC=C3)C=CC(=O)O2. Cell line: HCC-2998. Synergy scores: CSS=70.0, Synergy_ZIP=7.71, Synergy_Bliss=4.89, Synergy_Loewe=-4.10, Synergy_HSA=3.29. (4) Drug 1: CC1C(C(CC(O1)OC2CC(CC3=C2C(=C4C(=C3O)C(=O)C5=C(C4=O)C(=CC=C5)OC)O)(C(=O)CO)O)N)O.Cl. Drug 2: CCN(CC)CCCC(C)NC1=C2C=C(C=CC2=NC3=C1C=CC(=C3)Cl)OC. Cell line: SK-MEL-28. Synergy scores: CSS=1.73, Synergy_ZIP=-0.592, Synergy_Bliss=0.897, Synergy_Loewe=-0.843, Synergy_HSA=-0.475. (5) Drug 1: C1=C(C(=O)NC(=O)N1)F. Drug 2: CC(C)(C#N)C1=CC(=CC(=C1)CN2C=NC=N2)C(C)(C)C#N. Cell line: HCT-15. Synergy scores: CSS=35.4, Synergy_ZIP=-1.75, Synergy_Bliss=-6.65, Synergy_Loewe=-7.31, Synergy_HSA=-6.81. (6) Drug 1: CCC1(CC2CC(C3=C(CCN(C2)C1)C4=CC=CC=C4N3)(C5=C(C=C6C(=C5)C78CCN9C7C(C=CC9)(C(C(C8N6C)(C(=O)OC)O)OC(=O)C)CC)OC)C(=O)OC)O.OS(=O)(=O)O. Drug 2: CC1=C2C(C(=O)C3(C(CC4C(C3C(C(C2(C)C)(CC1OC(=O)C(C(C5=CC=CC=C5)NC(=O)OC(C)(C)C)O)O)OC(=O)C6=CC=CC=C6)(CO4)OC(=O)C)O)C)O. Cell line: OVCAR-5. Synergy scores: CSS=0.210, Synergy_ZIP=23.9, Synergy_Bliss=26.0, Synergy_Loewe=-2.83, Synergy_HSA=-0.0378.